From a dataset of Reaction yield outcomes from USPTO patents with 853,638 reactions. Predict the reaction yield, written as a fraction of the theoretical maximum amount of product (1.0 means a 100% yield; for example, 0.34 means a 34% yield). (1) The reactants are [F:1][C:2]1[C:7]([F:8])=[C:6]([O:9][CH2:10][CH2:11][N:12]([CH2:14][CH2:15][O:16][CH3:17])[CH3:13])[CH:5]=[CH:4][C:3]=1/[CH:18]=[N:19]/[N:20]([CH3:29])[C:21]1([C:25]([O:27][CH3:28])=[O:26])[CH2:24][CH2:23][CH2:22]1.[ClH:30].N1C=CC=CC=1.CCCCCCC. The catalyst is CC(=O)CC. The product is [ClH:30].[F:1][C:2]1[C:7]([F:8])=[C:6]([O:9][CH2:10][CH2:11][N:12]([CH2:14][CH2:15][O:16][CH3:17])[CH3:13])[CH:5]=[CH:4][C:3]=1/[CH:18]=[N:19]/[N:20]([CH3:29])[C:21]1([C:25]([O:27][CH3:28])=[O:26])[CH2:22][CH2:23][CH2:24]1. The yield is 0.880. (2) The reactants are Br[C:2]1[CH:7]=[CH:6][C:5]([C:8]2[NH:12][C:11]([C@@H:13]3[CH2:17][C@H:16]([CH2:18][O:19][CH3:20])[CH2:15][N:14]3[C:21](=[O:31])[C@@H:22]([NH:26][C:27](=[O:30])[O:28][CH3:29])[CH:23]([CH3:25])[CH3:24])=[N:10][CH:9]=2)=[CH:4][CH:3]=1.[CH3:32][C@@H:33]1[CH2:37][N:36]([C:38]([O:40][C:41]([CH3:44])([CH3:43])[CH3:42])=[O:39])[C@H:35]([C:45]2[NH:46][C:47]([C:50]3[CH:55]=[CH:54][C:53](B4OC(C)(C)C(C)(C)O4)=[CH:52][CH:51]=3)=[CH:48][N:49]=2)[CH2:34]1.C([O-])([O-])=O.[K+].[K+]. The catalyst is COCCOC.C1C=CC([P]([Pd]([P](C2C=CC=CC=2)(C2C=CC=CC=2)C2C=CC=CC=2)([P](C2C=CC=CC=2)(C2C=CC=CC=2)C2C=CC=CC=2)[P](C2C=CC=CC=2)(C2C=CC=CC=2)C2C=CC=CC=2)(C2C=CC=CC=2)C2C=CC=CC=2)=CC=1. The product is [CH3:29][O:28][C:27]([NH:26][C@@H:22]([CH:23]([CH3:25])[CH3:24])[C:21]([N:14]1[CH2:15][C@@H:16]([CH2:18][O:19][CH3:20])[CH2:17][C@H:13]1[C:11]1[NH:12][C:8]([C:5]2[CH:6]=[CH:7][C:2]([C:53]3[CH:52]=[CH:51][C:50]([C:47]4[NH:46][C:45]([C@@H:35]5[CH2:34][C@H:33]([CH3:32])[CH2:37][N:36]5[C:38]([O:40][C:41]([CH3:42])([CH3:44])[CH3:43])=[O:39])=[N:49][CH:48]=4)=[CH:55][CH:54]=3)=[CH:3][CH:4]=2)=[CH:9][N:10]=1)=[O:31])=[O:30]. The yield is 0.370. (3) The reactants are [NH2:1][C:2]1[N:7]=[CH:6][N:5]=[C:4]2[N:8]([CH:25]([C:27]3[O:28][C:29]4[C:34]([C:35](=[O:44])[C:36]=3[C:37]3[CH:42]=[CH:41][CH:40]=[C:39]([F:43])[CH:38]=3)=[CH:33][CH:32]=[CH:31][CH:30]=4)[CH3:26])[N:9]=[C:10]([C:11]3[S:15][C:14]([CH2:16][NH:17]C(=O)OC(C)(C)C)=[CH:13][CH:12]=3)[C:3]=12. The catalyst is ClCCl.C(O)(C(F)(F)F)=O. The product is [NH2:1][C:2]1[N:7]=[CH:6][N:5]=[C:4]2[N:8]([CH:25]([C:27]3[O:28][C:29]4[C:34]([C:35](=[O:44])[C:36]=3[C:37]3[CH:42]=[CH:41][CH:40]=[C:39]([F:43])[CH:38]=3)=[CH:33][CH:32]=[CH:31][CH:30]=4)[CH3:26])[N:9]=[C:10]([C:11]3[S:15][C:14]([CH2:16][NH2:17])=[CH:13][CH:12]=3)[C:3]=12. The yield is 0.510. (4) The reactants are [CH:1]1([CH:7]([C:9]2[C:10]([O:25][CH3:26])=[N:11][N:12]([C:14]3[CH:19]=[CH:18][C:17]([O:20][C:21]([F:24])([F:23])[F:22])=[CH:16][CH:15]=3)[CH:13]=2)O)[CH2:6][CH2:5][CH2:4][CH2:3][CH2:2]1.[NH2:27][C:28]1[CH:33]=[CH:32][C:31]([C:34]([N:36]([CH3:44])[CH2:37][CH2:38][C:39]([O:41]CC)=[O:40])=[O:35])=[CH:30][CH:29]=1. No catalyst specified. The product is [CH:1]1([CH:7]([NH:27][C:28]2[CH:29]=[CH:30][C:31]([C:34]([N:36]([CH3:44])[CH2:37][CH2:38][C:39]([OH:41])=[O:40])=[O:35])=[CH:32][CH:33]=2)[C:9]2[C:10]([O:25][CH3:26])=[N:11][N:12]([C:14]3[CH:19]=[CH:18][C:17]([O:20][C:21]([F:24])([F:23])[F:22])=[CH:16][CH:15]=3)[CH:13]=2)[CH2:6][CH2:5][CH2:4][CH2:3][CH2:2]1. The yield is 0.120. (5) The reactants are C(O[C:4](=[O:21])[C:5](=[C:11]([S:19][CH3:20])[NH:12][C:13]1[CH:18]=[CH:17][CH:16]=[CH:15][CH:14]=1)[C:6]([O:8][CH2:9][CH3:10])=[O:7])C. The catalyst is ClC1C=CC=CC=1Cl. The product is [CH2:9]([O:8][C:6]([C:5]1[C:11]([S:19][CH3:20])=[N:12][C:13]2[C:14]([C:4]=1[OH:21])=[CH:15][CH:16]=[CH:17][CH:18]=2)=[O:7])[CH3:10]. The yield is 0.350. (6) The reactants are [CH:1]1[CH:6]=[CH:5][C:4]([P:7]([C:14]2[CH:19]=[CH:18][CH:17]=[CH:16][CH:15]=2)[C:8]2[CH:13]=[CH:12][CH:11]=[CH:10][CH:9]=2)=[CH:3][CH:2]=1.[Br:20][CH2:21][C:22]#[N:23]. The catalyst is CCOCC. The product is [Br-:20].[C:22]([CH2:21][P+:7]([C:4]1[CH:3]=[CH:2][CH:1]=[CH:6][CH:5]=1)([C:14]1[CH:19]=[CH:18][CH:17]=[CH:16][CH:15]=1)[C:8]1[CH:13]=[CH:12][CH:11]=[CH:10][CH:9]=1)#[N:23]. The yield is 0.460. (7) The reactants are [C:1](=O)([O-])[O-].[Cs+].[Cs+].[O:7]([C:14]1[C:15]([OH:24])=[N:16][CH:17]=[C:18]([C:20]([F:23])([F:22])[F:21])[CH:19]=1)[C:8]1[CH:13]=[CH:12][CH:11]=[CH:10][CH:9]=1.[CH3:25][O:26][C:27](=[O:46])[CH2:28][CH2:29][C:30]1[CH:35]=[CH:34][C:33]([O:36][CH2:37][CH2:38][C@@H:39](OS(C)(=O)=O)[CH3:40])=[CH:32][CH:31]=1. The catalyst is CN(C=O)C. The product is [CH3:25][O:26][C:27](=[O:46])[CH2:28][CH2:29][C:30]1[CH:35]=[CH:34][C:33]([O:36][CH2:37][CH2:38][C@@H:39]([O:24][C:15]2[C:14]([O:7][C:8]3[CH:9]=[CH:10][CH:11]=[CH:12][CH:13]=3)=[CH:19][C:18]([C:20]([F:23])([F:21])[F:22])=[CH:17][N:16]=2)[CH3:40])=[CH:32][C:31]=1[CH3:1]. The yield is 0.270.